Predict the product of the given reaction. From a dataset of Forward reaction prediction with 1.9M reactions from USPTO patents (1976-2016). Given the reactants Br[C:2]1[C:10]2[C:5](=[CH:6][CH:7]=[CH:8][CH:9]=2)[NH:4][C:3]=1[C:11]([O:13][CH2:14][CH3:15])=[O:12].[CH3:16][O:17][C:18]1[N:23]=[CH:22][C:21](B(O)O)=[CH:20][CH:19]=1.C([O-])([O-])=O.[Na+].[Na+], predict the reaction product. The product is: [CH3:16][O:17][C:18]1[N:23]=[CH:22][C:21]([C:2]2[C:10]3[C:5](=[CH:6][CH:7]=[CH:8][CH:9]=3)[NH:4][C:3]=2[C:11]([O:13][CH2:14][CH3:15])=[O:12])=[CH:20][CH:19]=1.